This data is from Forward reaction prediction with 1.9M reactions from USPTO patents (1976-2016). The task is: Predict the product of the given reaction. Given the reactants Cl[C:2]1[C:11]2[C:6](=[CH:7][C:8]([O:14][CH2:15][CH2:16][O:17][CH3:18])=[C:9]([O:12][CH3:13])[CH:10]=2)[N:5]=[CH:4][C:3]=1[C:19]#[N:20].[NH2:21][C:22]1[CH:23]=[CH:24][C:25]([CH3:29])=[C:26]([OH:28])[CH:27]=1.Cl.N1C=CC=CC=1, predict the reaction product. The product is: [OH:28][C:26]1[CH:27]=[C:22]([NH:21][C:2]2[C:11]3[C:6](=[CH:7][C:8]([O:14][CH2:15][CH2:16][O:17][CH3:18])=[C:9]([O:12][CH3:13])[CH:10]=3)[N:5]=[CH:4][C:3]=2[C:19]#[N:20])[CH:23]=[CH:24][C:25]=1[CH3:29].